From a dataset of Full USPTO retrosynthesis dataset with 1.9M reactions from patents (1976-2016). Predict the reactants needed to synthesize the given product. Given the product [N:16]1[CH:17]=[CH:18][CH:19]=[C:14]([C:12]([N:10]2[CH2:9][CH2:8][C:6]3[C:5](=[CH:4][CH:33]=[C:32]([NH:25][C:22]4[CH:23]=[CH:24][S:20][CH:21]=4)[CH:34]=3)[CH2:11]2)=[O:13])[CH:15]=1, predict the reactants needed to synthesize it. The reactants are: ClC1N=[CH:4][C:5]2[CH2:11][N:10]([C:12]([C:14]3[CH:15]=[N:16][CH:17]=[CH:18][CH:19]=3)=[O:13])[CH2:9][CH2:8][C:6]=2N=1.[S:20]1[CH:24]=[CH:23][C:22]([NH2:25])=[CH:21]1.CCOC(C)=O.[CH:32](O)([CH3:34])[CH3:33].